Dataset: Reaction yield outcomes from USPTO patents with 853,638 reactions. Task: Predict the reaction yield, written as a fraction of the theoretical maximum amount of product (1.0 means a 100% yield; for example, 0.34 means a 34% yield). (1) The reactants are C(Cl)CCl.C1C=CC2N(O)N=NC=2C=1.[C:15]([O:19][C:20]([NH:22][C@H:23]([CH2:27][C:28]1[CH:33]=[CH:32][C:31]([O:34][CH3:35])=[CH:30][CH:29]=1)[C:24]([OH:26])=O)=[O:21])([CH3:18])([CH3:17])[CH3:16].C(O)(=O)C(O)=O.[CH:42]1([C:48]2([CH2:52][CH2:53][CH2:54][CH2:55][CH3:56])[CH2:51][NH:50][CH2:49]2)[CH2:47][CH2:46][CH2:45][CH2:44][CH2:43]1.C(N(CC)CC)C. The catalyst is CN(C=O)C. The product is [CH:42]1([C:48]2([CH2:52][CH2:53][CH2:54][CH2:55][CH3:56])[CH2:49][N:50]([C:24](=[O:26])[C@H:23]([NH:22][C:20](=[O:21])[O:19][C:15]([CH3:16])([CH3:17])[CH3:18])[CH2:27][C:28]3[CH:33]=[CH:32][C:31]([O:34][CH3:35])=[CH:30][CH:29]=3)[CH2:51]2)[CH2:43][CH2:44][CH2:45][CH2:46][CH2:47]1. The yield is 0.590. (2) The reactants are [F:1][C:2]1[CH:3]=[C:4]([CH:9]2[C:14](=[O:15])[CH2:13][CH2:12][O:11][CH2:10]2)[CH:5]=[C:6]([F:8])[CH:7]=1.[C:16](Cl)([N:18]=[C:19]=[O:20])=[O:17]. No catalyst specified. The product is [F:1][C:2]1[CH:3]=[C:4]([CH:9]2[C:14]3[O:15][C:19](=[O:20])[NH:18][C:16](=[O:17])[C:13]=3[CH2:12][O:11][CH2:10]2)[CH:5]=[C:6]([F:8])[CH:7]=1. The yield is 0.217. (3) The reactants are [NH2:1][C:2]1[CH:3]=[CH:4][C:5]2[N:10]([CH2:11][CH2:12][N:13]([CH3:15])[CH3:14])[C:9](=[O:16])[CH2:8][O:7][C:6]=2[CH:17]=1.I.[S:19]1[CH:23]=[CH:22][CH:21]=[C:20]1[C:24](SC)=[NH:25]. The catalyst is C(O)C.C([O-])(O)=O.[Na+]. The product is [CH3:15][N:13]([CH3:14])[CH2:12][CH2:11][N:10]1[C:9](=[O:16])[CH2:8][O:7][C:6]2[CH:17]=[C:2]([NH:1][C:24]([C:20]3[S:19][CH:23]=[CH:22][CH:21]=3)=[NH:25])[CH:3]=[CH:4][C:5]1=2. The yield is 0.880.